This data is from Reaction yield outcomes from USPTO patents with 853,638 reactions. The task is: Predict the reaction yield, written as a fraction of the theoretical maximum amount of product (1.0 means a 100% yield; for example, 0.34 means a 34% yield). The reactants are Cl.[NH2:2][C:3]1[C:4]2[C:14]([O:15][CH2:16][C:17]([NH2:20])([CH3:19])[CH3:18])=[CH:13][CH:12]=[CH:11][C:5]=2[NH:6][S:7](=[O:10])(=[O:9])[N:8]=1.[CH2:21]([C:23]1[N:24]([C:28]2[CH:29]=[C:30]([CH:34]=[CH:35][N:36]=2)[C:31](O)=[O:32])[CH:25]=[CH:26][N:27]=1)[CH3:22]. No catalyst specified. The product is [NH2:2][C:3]1[C:4]2[C:14]([O:15][CH2:16][C:17]([NH:20][C:31](=[O:32])[C:30]3[CH:34]=[CH:35][N:36]=[C:28]([N:24]4[CH:25]=[CH:26][N:27]=[C:23]4[CH2:21][CH3:22])[CH:29]=3)([CH3:18])[CH3:19])=[CH:13][CH:12]=[CH:11][C:5]=2[NH:6][S:7](=[O:10])(=[O:9])[N:8]=1. The yield is 0.180.